Dataset: Forward reaction prediction with 1.9M reactions from USPTO patents (1976-2016). Task: Predict the product of the given reaction. (1) Given the reactants [Br-].[CH2:2]([P+](C1C=CC=CC=1)(C1C=CC=CC=1)C1C=CC=CC=1)[CH2:3][CH2:4][CH2:5][CH3:6].[Li]CCCC.[CH2:31]([O:38][C:39]1[CH:46]=[CH:45][C:42]([CH:43]=O)=[CH:41][C:40]=1[N+:47]([O-:49])=[O:48])[C:32]1[CH:37]=[CH:36][CH:35]=[CH:34][CH:33]=1, predict the reaction product. The product is: [CH2:31]([O:38][C:39]1[CH:46]=[CH:45][C:42](/[CH:43]=[CH:2]\[CH2:3][CH2:4][CH2:5][CH3:6])=[CH:41][C:40]=1[N+:47]([O-:49])=[O:48])[C:32]1[CH:37]=[CH:36][CH:35]=[CH:34][CH:33]=1. (2) Given the reactants C(C1[N:13]([C:14]2[CH:19]=[CH:18][C:17]([N:20]3C(=O)CC(=O)[NH:23][C:22]4[C:29]5[C:34]([CH:35]=[CH:36][C:21]3=4)=[CH:33][CH:32]=[CH:31]C=5)=[CH:16][CH:15]=2)N=NN=1)CC1C=CC=CC=1.C1C(N)=CC=C(N)C=1.C(=O)([O-])[O-:46].[K+].[K+].C1(P(C2C=CC=CC=2)C2C=CC=CC=2)C=CC=CC=1.[OH2:70], predict the reaction product. The product is: [N+:23]([C:22]1[C:21]([NH:20][C:17]2[CH:16]=[CH:15][C:14]([NH2:13])=[CH:19][CH:18]=2)=[CH:36][CH:35]=[C:34]2[C:29]=1[CH2:31][CH2:32][CH2:33]2)([O-:46])=[O:70].